From a dataset of Reaction yield outcomes from USPTO patents with 853,638 reactions. Predict the reaction yield, written as a fraction of the theoretical maximum amount of product (1.0 means a 100% yield; for example, 0.34 means a 34% yield). (1) The reactants are Cl[C:2]1[N:7]=[C:6]([C:8]2[N:12]3[CH:13]=[CH:14][C:15]([F:17])=[CH:16][C:11]3=[N:10][C:9]=2[C:18]2[CH:19]=[CH:20][C:21]([O:35][CH3:36])=[C:22]([CH:34]=2)[C:23]([NH:25][C:26]2[C:31]([F:32])=[CH:30][CH:29]=[CH:28][C:27]=2[F:33])=[O:24])[CH:5]=[CH:4][N:3]=1.[CH3:37][O:38][C:39]1[CH:45]=[C:44]([N:46]2[CH2:51][CH2:50][CH:49]([CH2:52][CH2:53][S:54]([CH3:57])(=[O:56])=[O:55])[CH2:48][CH2:47]2)[CH:43]=[CH:42][C:40]=1[NH2:41].Cl.O1CCOCC1.C[O-].[Na+]. The catalyst is FC(F)(F)CO.CO.C(Cl)Cl.CCCCCC. The product is [F:33][C:27]1[CH:28]=[CH:29][CH:30]=[C:31]([F:32])[C:26]=1[NH:25][C:23](=[O:24])[C:22]1[CH:34]=[C:18]([C:9]2[N:10]=[C:11]3[CH:16]=[C:15]([F:17])[CH:14]=[CH:13][N:12]3[C:8]=2[C:6]2[CH:5]=[CH:4][N:3]=[C:2]([NH:41][C:40]3[CH:42]=[CH:43][C:44]([N:46]4[CH2:51][CH2:50][CH:49]([CH2:52][CH2:53][S:54]([CH3:57])(=[O:56])=[O:55])[CH2:48][CH2:47]4)=[CH:45][C:39]=3[O:38][CH3:37])[N:7]=2)[CH:19]=[CH:20][C:21]=1[O:35][CH3:36]. The yield is 0.770. (2) The reactants are [F:1][C:2]([F:12])([F:11])[O:3][C:4]1[CH:5]=[C:6]([CH:8]=[CH:9][CH:10]=1)[NH2:7].[F:13][C:14]([F:19])([F:18])[CH:15]1[O:17][CH2:16]1. No catalyst specified. The product is [F:1][C:2]([F:11])([F:12])[O:3][C:4]1[CH:5]=[C:6]([NH:7][CH2:16][CH:15]([OH:17])[C:14]([F:19])([F:18])[F:13])[CH:8]=[CH:9][CH:10]=1. The yield is 0.880. (3) The reactants are [Cl:1][C:2]1[N:7]=[CH:6][C:5]2[C:8]([I:11])=[N:9][NH:10][C:4]=2[CH:3]=1.[H-].[Na+].[C:14](Cl)([C:27]1[CH:32]=[CH:31][CH:30]=[CH:29][CH:28]=1)([C:21]1[CH:26]=[CH:25][CH:24]=[CH:23][CH:22]=1)[C:15]1[CH:20]=[CH:19][CH:18]=[CH:17][CH:16]=1. The catalyst is C1COCC1. The product is [Cl:1][C:2]1[N:7]=[CH:6][C:5]2[C:8]([I:11])=[N:9][N:10]([C:14]([C:15]3[CH:20]=[CH:19][CH:18]=[CH:17][CH:16]=3)([C:27]3[CH:28]=[CH:29][CH:30]=[CH:31][CH:32]=3)[C:21]3[CH:22]=[CH:23][CH:24]=[CH:25][CH:26]=3)[C:4]=2[CH:3]=1. The yield is 0.930. (4) The reactants are C(OC([N:8]1[CH:13]2[CH2:14][CH2:15][CH:9]1[CH2:10][N:11]([C:16](=[O:21])[C:17]([F:20])([F:19])[F:18])[CH2:12]2)=O)(C)(C)C.[C:22]([OH:28])([C:24]([F:27])([F:26])[F:25])=[O:23]. The catalyst is C(Cl)Cl. The product is [F:25][C:24]([F:27])([F:26])[C:22]([OH:28])=[O:23].[CH:13]12[NH:8][CH:9]([CH2:15][CH2:14]1)[CH2:10][N:11]([C:16](=[O:21])[C:17]([F:18])([F:19])[F:20])[CH2:12]2. The yield is 0.660. (5) The reactants are S[C:2]1[N:3]=[C:4]([OH:12])[C:5]2[C@H:10]([CH3:11])[CH2:9][CH2:8][C:6]=2[N:7]=1.[NH4+].[OH-]. The catalyst is O.[Ni]. The product is [CH3:11][C@H:10]1[C:5]2[C:4]([OH:12])=[N:3][CH:2]=[N:7][C:6]=2[CH2:8][CH2:9]1. The yield is 0.990. (6) The reactants are [C:1]12([C:13]([O:15]C)=[O:14])[CH2:8][CH2:7][C:4]([C:9]([O:11][CH3:12])=[O:10])([CH2:5][CH2:6]1)[CH2:3][CH2:2]2.[OH-].[K+]. The catalyst is CO.O. The product is [CH3:12][O:11][C:9]([C:4]12[CH2:7][CH2:8][C:1]([C:13]([OH:15])=[O:14])([CH2:6][CH2:5]1)[CH2:2][CH2:3]2)=[O:10]. The yield is 0.550. (7) The reactants are CC[N:3](C(C)C)C(C)C.[CH3:10][C:11]([C:15]1[N:19]([CH2:20][CH:21]2[CH2:26][CH2:25][O:24][CH2:23][CH2:22]2)[C:18]2[CH:27]=[CH:28][C:29]([S:31]([N:34]3[CH:38]=[C:37]([C:39]([OH:41])=O)[CH:36]=[N:35]3)(=[O:33])=[O:32])=[CH:30][C:17]=2[N:16]=1)([CH3:14])[CH2:12][CH3:13].CN(C(ON1N=NC2C=CC=NC1=2)=[N+](C)C)C.F[P-](F)(F)(F)(F)F.N. The catalyst is CN(C=O)C. The product is [CH3:14][C:11]([C:15]1[N:19]([CH2:20][CH:21]2[CH2:26][CH2:25][O:24][CH2:23][CH2:22]2)[C:18]2[CH:27]=[CH:28][C:29]([S:31]([N:34]3[CH:38]=[C:37]([C:39]([NH2:3])=[O:41])[CH:36]=[N:35]3)(=[O:32])=[O:33])=[CH:30][C:17]=2[N:16]=1)([CH3:10])[CH2:12][CH3:13]. The yield is 0.180.